From a dataset of CYP2C9 inhibition data for predicting drug metabolism from PubChem BioAssay. Regression/Classification. Given a drug SMILES string, predict its absorption, distribution, metabolism, or excretion properties. Task type varies by dataset: regression for continuous measurements (e.g., permeability, clearance, half-life) or binary classification for categorical outcomes (e.g., BBB penetration, CYP inhibition). Dataset: cyp2c9_veith. (1) The result is 1 (inhibitor). The drug is N#C/C(=C\c1ccccc1)c1nc2ncccc2[nH]1. (2) The molecule is CCSc1nc2c(c(=O)[nH]1)C(c1ccncc1)C(C(=O)OC(C)C)=C(C)N2. The result is 1 (inhibitor). (3) The compound is COc1ccc(Cc2nnc(NC(=O)c3ccco3)s2)cc1. The result is 1 (inhibitor). (4) The drug is COc1ccccc1CN1CC[C@@]2(CCCN(S(C)(=O)=O)C2)C1. The result is 0 (non-inhibitor). (5) The drug is c1cc(NC2CC2)nc(-c2ccoc2)n1. The result is 0 (non-inhibitor). (6) The compound is O=C(NCCc1ccccc1)C(=O)NN=C1CCCC1. The result is 0 (non-inhibitor).